This data is from Full USPTO retrosynthesis dataset with 1.9M reactions from patents (1976-2016). The task is: Predict the reactants needed to synthesize the given product. (1) Given the product [O:21]1[C:15]2[CH:20]=[CH:19][CH:18]=[CH:17][C:16]=2[CH2:3][CH2:2][NH:1]1, predict the reactants needed to synthesize it. The reactants are: [NH2:1][CH2:2][C:3]12CCCC1C1CC2(CN)CC1.[C:15]1([OH:21])[CH:20]=[CH:19][CH:18]=[CH:17][CH:16]=1.C=O. (2) The reactants are: [NH2:1][C:2](=[O:14])[CH2:3][C:4]1[CH:5]=[C:6]([CH:11]=[CH:12][CH:13]=1)[C:7]([O:9]C)=[O:8].[OH-].[Li+].Cl. Given the product [NH2:1][C:2](=[O:14])[CH2:3][C:4]1[CH:5]=[C:6]([CH:11]=[CH:12][CH:13]=1)[C:7]([OH:9])=[O:8], predict the reactants needed to synthesize it.